From a dataset of Full USPTO retrosynthesis dataset with 1.9M reactions from patents (1976-2016). Predict the reactants needed to synthesize the given product. (1) Given the product [CH3:1][C:2]1[N:6]=[C:5]([CH3:7])[N:4]([C:8]2[CH:9]=[C:10]([CH3:16])[N:11]=[C:12]([C@@H:14]3[CH2:15][C@H:19]3[C:20]([O:22][CH2:23][CH3:24])=[O:21])[CH:13]=2)[N:3]=1, predict the reactants needed to synthesize it. The reactants are: [CH3:1][C:2]1[N:6]=[C:5]([CH3:7])[N:4]([C:8]2[CH:13]=[C:12]([CH:14]=[CH2:15])[N:11]=[C:10]([CH3:16])[CH:9]=2)[N:3]=1.[N+](=[CH:19][C:20]([O:22][CH2:23][CH3:24])=[O:21])=[N-]. (2) The reactants are: [NH2:1][C:2]1[CH:7]=[CH:6][C:5]([Cl:8])=[CH:4][C:3]=1[C:9]([C:11]1[C:12]([CH3:17])=[N:13][CH:14]=[CH:15][CH:16]=1)=[O:10].[CH3:18][O:19][C:20](=[O:33])[CH2:21][CH2:22][C:23]1[CH:28]=[CH:27][C:26]([S:29](Cl)(=[O:31])=[O:30])=[CH:25][CH:24]=1. Given the product [CH3:18][O:19][C:20](=[O:33])[CH2:21][CH2:22][C:23]1[CH:28]=[CH:27][C:26]([S:29](=[O:30])(=[O:31])[NH:1][C:2]2[CH:7]=[CH:6][C:5]([Cl:8])=[CH:4][C:3]=2[C:9]([C:11]2[C:12]([CH3:17])=[N:13][CH:14]=[CH:15][CH:16]=2)=[O:10])=[CH:25][CH:24]=1, predict the reactants needed to synthesize it. (3) Given the product [CH:1]([N:5]1[CH:13]=[N:12][C:11]2[C:6]1=[N:7][C:8]([N:22]1[CH2:27][CH2:26][O:25][CH2:24][CH2:23]1)=[N:9][C:10]=2[C:14]1[CH:15]=[N:16][C:17]([NH2:20])=[N:18][CH:19]=1)([CH2:3][CH3:4])[CH3:2], predict the reactants needed to synthesize it. The reactants are: [CH:1]([N:5]1[CH:13]=[N:12][C:11]2[C:6]1=[N:7][C:8](Cl)=[N:9][C:10]=2[C:14]1[CH:15]=[N:16][C:17]([NH2:20])=[N:18][CH:19]=1)([CH2:3][CH3:4])[CH3:2].[NH:22]1[CH2:27][CH2:26][O:25][CH2:24][CH2:23]1. (4) Given the product [CH2:1]([O:8][C:9]1[CH:10]=[C:11]2[C:15](=[CH:16][CH:17]=1)[N:14]([C:29]([O:28][C:25]([CH3:27])([CH3:26])[CH3:24])=[O:30])[N:13]=[C:12]2[C:18](=[O:19])[N:20]([O:22][CH3:23])[CH3:21])[C:2]1[CH:7]=[CH:6][CH:5]=[CH:4][CH:3]=1, predict the reactants needed to synthesize it. The reactants are: [CH2:1]([O:8][C:9]1[CH:10]=[C:11]2[C:15](=[CH:16][CH:17]=1)[NH:14][N:13]=[C:12]2[C:18]([N:20]([O:22][CH3:23])[CH3:21])=[O:19])[C:2]1[CH:7]=[CH:6][CH:5]=[CH:4][CH:3]=1.[CH3:24][C:25]([O:28][C:29](O[C:29]([O:28][C:25]([CH3:27])([CH3:26])[CH3:24])=[O:30])=[O:30])([CH3:27])[CH3:26].